Task: Predict which catalyst facilitates the given reaction.. Dataset: Catalyst prediction with 721,799 reactions and 888 catalyst types from USPTO (1) Reactant: [Cl:1][C:2]1[CH:7]=[CH:6][CH:5]=[CH:4][C:3]=1[C:8]1[C:12]([C:13](OC)=[O:14])=[CH:11][N:10]([C:17]2[C:22]([CH3:23])=[CH:21][N:20]=[C:19]([F:24])[CH:18]=2)[N:9]=1.[AlH4-].[Li+]. Product: [Cl:1][C:2]1[CH:7]=[CH:6][CH:5]=[CH:4][C:3]=1[C:8]1[C:12]([CH2:13][OH:14])=[CH:11][N:10]([C:17]2[C:22]([CH3:23])=[CH:21][N:20]=[C:19]([F:24])[CH:18]=2)[N:9]=1. The catalyst class is: 1. (2) Reactant: [CH3:1][C:2]1[C:6]([CH3:7])=[C:5]([NH:8][C:9](=[O:16])OCC(Cl)(Cl)Cl)[O:4][N:3]=1.[F:17][C:18]1[CH:23]=[C:22]([F:24])[CH:21]=[CH:20][C:19]=1[C:25]1[CH:30]=[C:29]([N:31]2[CH2:36][CH2:35][NH:34][CH2:33][CH2:32]2)[N:28]=[CH:27][N:26]=1. Product: [F:17][C:18]1[CH:23]=[C:22]([F:24])[CH:21]=[CH:20][C:19]=1[C:25]1[N:26]=[CH:27][N:28]=[C:29]([N:31]2[CH2:32][CH2:33][N:34]([C:9]([NH:8][C:5]3[O:4][N:3]=[C:2]([CH3:1])[C:6]=3[CH3:7])=[O:16])[CH2:35][CH2:36]2)[CH:30]=1. The catalyst class is: 175. (3) Reactant: [CH3:1][C:2]1[CH:11]=[CH:10][CH:9]=[C:8]2[C:3]=1[CH2:4][CH2:5][CH2:6][C@H:7]2[N:12]1[CH2:17][CH2:16][CH:15]([NH:18][C:19]2[C:20]([NH2:25])=[CH:21][CH:22]=[CH:23][CH:24]=2)[CH2:14][CH2:13]1.[C:26](N1C=CN=C1)(N1C=CN=C1)=[O:27].O. Product: [CH3:1][C:2]1[CH:11]=[CH:10][CH:9]=[C:8]2[C:3]=1[CH2:4][CH2:5][CH2:6][C@H:7]2[N:12]1[CH2:13][CH2:14][CH:15]([N:18]2[C:19]3[CH:24]=[CH:23][CH:22]=[CH:21][C:20]=3[NH:25][C:26]2=[O:27])[CH2:16][CH2:17]1. The catalyst class is: 7. (4) Reactant: [C:1]1([CH3:26])[CH:6]=[CH:5][CH:4]=[CH:3][C:2]=1[C:7]1[CH:8]=[C:9]([N:17]2[CH2:22][CH2:21][N:20](C(O)=O)[CH2:19][CH2:18]2)[N:10]=[N:11][C:12]=1[C:13]([F:16])([F:15])[F:14]. Product: [N:17]1([C:9]2[N:10]=[N:11][C:12]([C:13]([F:15])([F:14])[F:16])=[C:7]([C:2]3[CH:3]=[CH:4][CH:5]=[CH:6][C:1]=3[CH3:26])[CH:8]=2)[CH2:18][CH2:19][NH:20][CH2:21][CH2:22]1. The catalyst class is: 5. (5) Reactant: [CH2:1]([C:5]1[N:6]([CH2:18][CH2:19][CH2:20][NH:21][C:22](=[O:28])[O:23][C:24]([CH3:27])([CH3:26])[CH3:25])[C:7]2[C:16]3[CH:15]=[CH:14][CH:13]=[CH:12][C:11]=3[N:10]=[CH:9][C:8]=2[N:17]=1)[CH2:2][CH2:3][CH3:4].ClC1C=C(C=CC=1)C(OO)=[O:34]. Product: [CH2:1]([C:5]1[N:6]([CH2:18][CH2:19][CH2:20][NH:21][C:22](=[O:28])[O:23][C:24]([CH3:27])([CH3:26])[CH3:25])[C:7]2[C:16]3[CH:15]=[CH:14][CH:13]=[CH:12][C:11]=3[N+:10]([O-:34])=[CH:9][C:8]=2[N:17]=1)[CH2:2][CH2:3][CH3:4]. The catalyst class is: 2. (6) Reactant: [C:1]1([CH:8]=[CH:7][CH:6]=[C:4]([OH:5])[CH:3]=1)[OH:2].O[CH:10]([C:14]1[CH:19]=CC=[CH:16][CH:15]=1)[C:11]([OH:13])=O.B(F)(F)F.CC[O:26][CH2:27][CH3:28].[CH3:29]S(Cl)(=O)=O. Product: [CH:15]1[C:14]([C:10]2[C:11](=[O:13])[C:8]3[CH:7]=[CH:6][C:4]([OH:5])=[CH:3][C:1]=3[O:2][CH:29]=2)=[CH:19][CH:28]=[C:27]([OH:26])[CH:16]=1. The catalyst class is: 788. (7) Reactant: C(O)(=O)C.[CH2:5]([C:9]1[CH:14]=[CH:13][C:12](/[CH:15]=[CH:16]/[N+:17]([O-:19])=[O:18])=[CH:11][CH:10]=1)[CH2:6][CH2:7][CH3:8].[BH4-].[Na+]. Product: [CH2:5]([C:9]1[CH:14]=[CH:13][C:12]([CH2:15][CH2:16][N+:17]([O-:19])=[O:18])=[CH:11][CH:10]=1)[CH2:6][CH2:7][CH3:8]. The catalyst class is: 16.